This data is from Buchwald-Hartwig C-N cross coupling reaction yields with 55,370 reactions. The task is: Predict the reaction yield, written as a fraction of the theoretical maximum amount of product (1.0 means a 100% yield; for example, 0.34 means a 34% yield). (1) The reactants are FC(F)(F)c1ccc(I)cc1.Cc1ccc(N)cc1.O=S(=O)(O[Pd]1c2ccccc2-c2ccccc2N~1)C(F)(F)F.CC(C)c1cc(C(C)C)c(-c2ccccc2P(C(C)(C)C)C(C)(C)C)c(C(C)C)c1.CCN=P(N=P(N(C)C)(N(C)C)N(C)C)(N(C)C)N(C)C.CCOC(=O)c1cc(C)no1. No catalyst specified. The product is Cc1ccc(Nc2ccc(C(F)(F)F)cc2)cc1. The yield is 0.451. (2) The reactants are CCc1ccc(Cl)cc1.Cc1ccc(N)cc1.O=S(=O)(O[Pd]1c2ccccc2-c2ccccc2N~1)C(F)(F)F.CC(C)c1cc(C(C)C)c(-c2ccccc2P(C2CCCCC2)C2CCCCC2)c(C(C)C)c1.CN1CCCN2CCCN=C12.c1ccc(-c2ccno2)cc1. No catalyst specified. The product is CCc1ccc(Nc2ccc(C)cc2)cc1. The yield is 0.0392. (3) The reactants are FC(F)(F)c1ccc(Cl)cc1.Cc1ccc(N)cc1.O=S(=O)(O[Pd]1c2ccccc2-c2ccccc2N~1)C(F)(F)F.CC(C)c1cc(C(C)C)c(-c2ccccc2P(C2CCCCC2)C2CCCCC2)c(C(C)C)c1.CN1CCCN2CCCN=C12.Cc1cc(-n2cccc2)no1. No catalyst specified. The product is Cc1ccc(Nc2ccc(C(F)(F)F)cc2)cc1. The yield is 0.194. (4) No catalyst specified. The yield is 0.599. The product is CCc1ccc(Nc2ccc(C)cc2)cc1. The reactants are CCc1ccc(I)cc1.Cc1ccc(N)cc1.O=S(=O)(O[Pd]1c2ccccc2-c2ccccc2N~1)C(F)(F)F.CC(C)c1cc(C(C)C)c(-c2ccccc2P(C(C)(C)C)C(C)(C)C)c(C(C)C)c1.CN(C)C(=NC(C)(C)C)N(C)C.COC(=O)c1cc(-c2ccco2)on1. (5) The reactants are Ic1ccccn1.Cc1ccc(N)cc1.O=S(=O)(O[Pd]1c2ccccc2-c2ccccc2N~1)C(F)(F)F.COc1ccc(OC)c(P([C@]23C[C@H]4C[C@H](C[C@H](C4)C2)C3)[C@]23C[C@H]4C[C@H](C[C@H](C4)C2)C3)c1-c1c(C(C)C)cc(C(C)C)cc1C(C)C.CN(C)C(=NC(C)(C)C)N(C)C.CCOC(=O)c1cc(C)on1. No catalyst specified. The product is Cc1ccc(Nc2ccccn2)cc1. The yield is 0.686. (6) The reactants are FC(F)(F)c1ccc(I)cc1.Cc1ccc(N)cc1.O=S(=O)(O[Pd]1c2ccccc2-c2ccccc2N~1)C(F)(F)F.CC(C)c1cc(C(C)C)c(-c2ccccc2P(C(C)(C)C)C(C)(C)C)c(C(C)C)c1.CN1CCCN2CCCN=C12.Cc1ccno1. The yield is 0.464. No catalyst specified. The product is Cc1ccc(Nc2ccc(C(F)(F)F)cc2)cc1. (7) The reactants are Ic1ccccn1.Cc1ccc(N)cc1.O=S(=O)(O[Pd]1c2ccccc2-c2ccccc2N~1)C(F)(F)F.COc1ccc(OC)c(P(C(C)(C)C)C(C)(C)C)c1-c1c(C(C)C)cc(C(C)C)cc1C(C)C.CN(C)C(=NC(C)(C)C)N(C)C.Cc1cc(C)on1. No catalyst specified. The product is Cc1ccc(Nc2ccccn2)cc1. The yield is 0.656.